Dataset: Peptide-MHC class II binding affinity with 134,281 pairs from IEDB. Task: Regression. Given a peptide amino acid sequence and an MHC pseudo amino acid sequence, predict their binding affinity value. This is MHC class II binding data. (1) The peptide sequence is SFFELDRWEKIRLRPGGK. The MHC is DRB1_0802 with pseudo-sequence DRB1_0802. The binding affinity (normalized) is 0.342. (2) The peptide sequence is ENLPYLVAYQATVCARAQAP. The MHC is DRB1_0701 with pseudo-sequence DRB1_0701. The binding affinity (normalized) is 0.484. (3) The peptide sequence is SQTTANPSCPAGT. The MHC is DRB1_1101 with pseudo-sequence DRB1_1101. The binding affinity (normalized) is 0.0311. (4) The peptide sequence is TCRPGWRGAACNQKIL. The MHC is H-2-IAb with pseudo-sequence H-2-IAb. The binding affinity (normalized) is 0.379. (5) The peptide sequence is PTSLLISWGHYPLHL. The MHC is HLA-DPA10103-DPB10401 with pseudo-sequence HLA-DPA10103-DPB10401. The binding affinity (normalized) is 0.370. (6) The peptide sequence is RWQVVAPQLPDDLMI. The MHC is HLA-DQA10101-DQB10501 with pseudo-sequence HLA-DQA10101-DQB10501. The binding affinity (normalized) is 0.0915.